This data is from Reaction yield outcomes from USPTO patents with 853,638 reactions. The task is: Predict the reaction yield, written as a fraction of the theoretical maximum amount of product (1.0 means a 100% yield; for example, 0.34 means a 34% yield). (1) The reactants are [Cl:1][C:2]1[CH:3]=[C:4]([NH2:20])[C:5]([NH2:19])=[CH:6][C:7]=1[C:8]1[CH:13]=[CH:12][C:11]([Cl:14])=[CH:10][C:9]=1[C:15]([F:18])([F:17])[F:16]. The catalyst is FC(F)(F)C(O)=O.Cl. The product is [Cl:1][C:2]1[C:7]([C:8]2[CH:13]=[CH:12][C:11]([Cl:14])=[CH:10][C:9]=2[C:15]([F:17])([F:18])[F:16])=[CH:6][C:5]2[NH:19][C:9]([C:15]([F:18])([F:17])[F:16])=[N:20][C:4]=2[CH:3]=1. The yield is 0.820. (2) The reactants are [Cl:1][C:2]1[C:6]([N:7]([CH2:15][CH2:16][OH:17])[C:8](=[O:14])[CH:9]([CH3:13])[CH2:10][S:11][CH3:12])=[CH:5][N:4]([C:18]2[CH:19]=[N:20][CH:21]=[CH:22][CH:23]=2)[N:3]=1.C(N(CC)CC)C.[C:31](Cl)(=[O:33])[CH3:32].O. The catalyst is ClCCl.CN(C)C1C=CN=CC=1. The product is [C:31]([O:17][CH2:16][CH2:15][N:7]([C:6]1[C:2]([Cl:1])=[N:3][N:4]([C:18]2[CH:19]=[N:20][CH:21]=[CH:22][CH:23]=2)[CH:5]=1)[C:8](=[O:14])[CH:9]([CH3:13])[CH2:10][S:11][CH3:12])(=[O:33])[CH3:32]. The yield is 0.268. (3) The reactants are [NH2:1][C:2]1[C:3]([C:30]([O:32]C)=O)=[N:4][C:5]([C:8]2[CH:13]=[CH:12][C:11]([S:14]([CH:17]3[CH2:22][CH2:21][CH2:20][N:19]([C:23]([O:25][C:26]([CH3:29])([CH3:28])[CH3:27])=[O:24])[CH2:18]3)(=[O:16])=[O:15])=[CH:10][CH:9]=2)=[CH:6][N:7]=1.O.[NH2:35][NH2:36]. The catalyst is O1CCOCC1. The product is [NH2:1][C:2]1[N:7]=[CH:6][C:5]([C:8]2[CH:13]=[CH:12][C:11]([S:14]([CH:17]3[CH2:22][CH2:21][CH2:20][N:19]([C:23]([O:25][C:26]([CH3:28])([CH3:27])[CH3:29])=[O:24])[CH2:18]3)(=[O:15])=[O:16])=[CH:10][CH:9]=2)=[N:4][C:3]=1[C:30]([NH:35][NH2:36])=[O:32]. The yield is 0.938. (4) The reactants are [C:1]([N:4]1[CH2:9][CH2:8][C:7](=O)/[C:6](=[C:11](/[NH:14][C:15]2[CH:20]=[CH:19][CH:18]=[C:17]([Br:21])[CH:16]=2)\SC)/[CH2:5]1)(=[O:3])[CH3:2].O.[NH2:23][NH2:24]. The catalyst is CCO. The product is [Br:21][C:17]1[CH:16]=[C:15]([NH:14][C:11]2[C:6]3[CH2:5][N:4]([C:1](=[O:3])[CH3:2])[CH2:9][CH2:8][C:7]=3[NH:24][N:23]=2)[CH:20]=[CH:19][CH:18]=1. The yield is 0.940. (5) The reactants are [NH:1]([C:3]1[CH:12]=[CH:11][C:6]([C:7]([O:9][CH3:10])=[O:8])=[CH:5][CH:4]=1)[NH2:2].Br[CH2:14][CH2:15][C:16]1[CH:17]=[CH:18][C:19]([CH3:22])=[N:20][CH:21]=1. The catalyst is C(N(CC)CC)C. The product is [CH3:22][C:19]1[N:20]=[CH:21][C:16]([CH2:15][CH2:14][N:1]([C:3]2[CH:4]=[CH:5][C:6]([C:7]([O:9][CH3:10])=[O:8])=[CH:11][CH:12]=2)[NH2:2])=[CH:17][CH:18]=1. The yield is 0.285. (6) The reactants are [Si]([O:8][C@@H:9]1[C@@:36]2([CH3:37])[C:13](=[CH:14][CH:15]=[C:16]3[C@@H:35]2[CH2:34][CH2:33][C@@:32]2([CH3:38])[C@H:17]3[CH2:18][CH:19]=[C:20]2[C@@H:21]([S:23][CH2:24][C@H:25]([OH:31])[CH:26]([CH2:29][CH3:30])[CH2:27][CH3:28])[CH3:22])[CH2:12][C@@H:11]([O:39][Si](C(C)(C)C)(C)C)[CH2:10]1)(C(C)(C)C)(C)C.[F-].C([N+](CCCC)(CCCC)CCCC)CCC. The catalyst is O1CCCC1. The product is [OH:8][C@@H:9]1[C@@:36]2([CH3:37])[C:13](=[CH:14][CH:15]=[C:16]3[C@@H:35]2[CH2:34][CH2:33][C@@:32]2([CH3:38])[C@H:17]3[CH2:18][CH:19]=[C:20]2[C@@H:21]([S:23][CH2:24][C@H:25]([OH:31])[CH:26]([CH2:27][CH3:28])[CH2:29][CH3:30])[CH3:22])[CH2:12][C@@H:11]([OH:39])[CH2:10]1. The yield is 1.00. (7) The reactants are Br[C:2]1[CH:10]=[CH:9][CH:8]=[C:7]2[C:3]=1[C:4]1[CH:14]=[CH:13][CH:12]=[N:11][C:5]=1[NH:6]2.[C:15]1([SH:21])[CH:20]=[CH:19][CH:18]=[CH:17][CH:16]=1.[C:22](=O)([O-])[O-].[Cs+].[Cs+].C[N:29]([CH:31]=[O:32])C. The catalyst is C1C=CC(P(C2C=CC=CC=2)[C-]2C=CC=C2)=CC=1.C1C=CC(P(C2C=CC=CC=2)[C-]2C=CC=C2)=CC=1.Cl[Pd]Cl.[Fe+2]. The product is [N:11]1[C:5]2[NH:6][C:7]3[C:3]([C:4]=2[CH:14]=[CH:13][CH:12]=1)=[C:2]([S:21][C:15]1[CH:20]=[CH:19][C:18]([NH:29][C:31](=[O:32])[CH3:22])=[CH:17][CH:16]=1)[CH:10]=[CH:9][CH:8]=3. The yield is 0.420. (8) The reactants are [CH3:1][O:2][C:3]1[CH:8]=[CH:7][C:6]([CH2:9][C:10]([OH:12])=O)=[CH:5][CH:4]=1.[CH3:13][C:14]1[N:15]=[CH:16][N:17]([C:19]2[S:20][CH:21]=[CH:22][C:23]=2[NH2:24])[CH:18]=1. No catalyst specified. The product is [CH3:1][O:2][C:3]1[CH:4]=[CH:5][C:6]([CH2:9][C:10]([NH:24][C:23]2[CH:22]=[CH:21][S:20][C:19]=2[N:17]2[CH:18]=[C:14]([CH3:13])[N:15]=[CH:16]2)=[O:12])=[CH:7][CH:8]=1. The yield is 0.0600. (9) The reactants are [NH2:1][C:2]1[CH:6]=[CH:5][S:4][C:3]=1C(OC)=O.[OH-].[Na+].Cl.[C:14]([OH:19])(=[O:18])[C:15]([OH:17])=[O:16]. The catalyst is CCOCC. The product is [C:14]([OH:19])(=[O:18])[C:15]([OH:17])=[O:16].[NH2:1][C:2]1[CH:6]=[CH:5][S:4][CH:3]=1. The yield is 0.700. (10) The reactants are [N:1]1([CH2:7][C:8]2([C:14]3[CH:19]=[CH:18][C:17]([OH:20])=[CH:16][CH:15]=3)[CH2:13][CH2:12][O:11][CH2:10][CH2:9]2)[CH2:6][CH2:5][O:4][CH2:3][CH2:2]1.[CH:21]([N:24]1[CH2:29][CH2:28][CH:27](O)[CH2:26][CH2:25]1)([CH3:23])[CH3:22].C1C=CC(P(C2C=CC=CC=2)C2C=CC=CC=2)=CC=1.CC(OC(/N=N/C(OC(C)C)=O)=O)C. No catalyst specified. The product is [CH:21]([N:24]1[CH2:29][CH2:28][CH:27]([O:20][C:17]2[CH:16]=[CH:15][C:14]([C:8]3([CH2:7][N:1]4[CH2:2][CH2:3][O:4][CH2:5][CH2:6]4)[CH2:13][CH2:12][O:11][CH2:10][CH2:9]3)=[CH:19][CH:18]=2)[CH2:26][CH2:25]1)([CH3:23])[CH3:22]. The yield is 0.120.